Dataset: Reaction yield outcomes from USPTO patents with 853,638 reactions. Task: Predict the reaction yield, written as a fraction of the theoretical maximum amount of product (1.0 means a 100% yield; for example, 0.34 means a 34% yield). (1) The reactants are Cl.[O:2]=[C:3]1[CH2:8][O:7][CH2:6][CH2:5][N:4]1[C:9]1[CH:14]=[CH:13][C:12]([NH:15][C:16]([C@H:18]2[CH2:22][C@@H:21]([OH:23])[CH2:20][NH:19]2)=[O:17])=[CH:11][CH:10]=1.C(N(CC)CC)C.[Cl:31][C:32]1[CH:37]=[CH:36][C:35]([N:38]=[C:39]=[O:40])=[CH:34][CH:33]=1. The catalyst is ClCCl. The product is [Cl:31][C:32]1[CH:37]=[CH:36][C:35]([NH:38][C:39]([N:19]2[CH2:20][C@H:21]([OH:23])[CH2:22][C@@H:18]2[C:16]([NH:15][C:12]2[CH:11]=[CH:10][C:9]([N:4]3[CH2:5][CH2:6][O:7][CH2:8][C:3]3=[O:2])=[CH:14][CH:13]=2)=[O:17])=[O:40])=[CH:34][CH:33]=1. The yield is 0.860. (2) The reactants are [C:1]([O:9][CH2:10][C@@H:11]1[C:15]([O:17][C:18](=[O:20])[CH3:19])([CH3:16])[C@:14]([F:22])([CH3:21])[CH:13]([N:23]2[CH:31]=[N:30][C:29]3[C:24]2=[N:25][CH:26]=[N:27][C:28]=3Cl)[O:12]1)(=[O:8])[C:2]1[CH:7]=[CH:6][CH:5]=[CH:4][CH:3]=1.[CH2:33]([NH2:40])[C:34]1[CH:39]=[CH:38][CH:37]=[CH:36][CH:35]=1.O. The catalyst is C(O)C. The product is [C:1]([O:9][CH2:10][C@@H:11]1[C:15]([O:17][C:18](=[O:20])[CH3:19])([CH3:16])[C@:14]([F:22])([CH3:21])[CH:13]([N:23]2[CH:31]=[N:30][C:29]3[C:24]2=[N:25][CH:26]=[N:27][C:28]=3[NH:40][CH2:33][C:34]2[CH:39]=[CH:38][CH:37]=[CH:36][CH:35]=2)[O:12]1)(=[O:8])[C:2]1[CH:7]=[CH:6][CH:5]=[CH:4][CH:3]=1. The yield is 0.970. (3) The reactants are [Cl:1][C:2]1[CH:25]=[CH:24][C:5]([CH2:6][NH:7][C:8]([C:10]2[C:11](=[O:23])[C:12]3[CH:21]=[C:20](I)[S:19][C:13]=3[N:14]([CH:16]([CH3:18])[CH3:17])[CH:15]=2)=[O:9])=[CH:4][CH:3]=1.[CH2:26]([OH:29])[C:27]#[CH:28]. The catalyst is C(NCC)C.[Cu](I)I.Cl[Pd](Cl)([P](C1C=CC=CC=1)(C1C=CC=CC=1)C1C=CC=CC=1)[P](C1C=CC=CC=1)(C1C=CC=CC=1)C1C=CC=CC=1. The product is [Cl:1][C:2]1[CH:25]=[CH:24][C:5]([CH2:6][NH:7][C:8]([C:10]2[C:11](=[O:23])[C:12]3[CH:21]=[C:20]([C:28]#[C:27][CH2:26][OH:29])[S:19][C:13]=3[N:14]([CH:16]([CH3:18])[CH3:17])[CH:15]=2)=[O:9])=[CH:4][CH:3]=1. The yield is 0.460. (4) The reactants are Cl.[CH2:2]([O:9][C:10](=[O:16])[C@@H:11]1[CH2:15][CH2:14][CH2:13][NH:12]1)[C:3]1[CH:8]=[CH:7][CH:6]=[CH:5][CH:4]=1.C(N(CC)CC)C.[CH:24]([N:27]=[C:28]=[O:29])([CH3:26])[CH3:25]. The catalyst is C(Cl)Cl. The product is [CH2:2]([O:9][C:10]([C@@H:11]1[CH2:15][CH2:14][CH2:13][N:12]1[C:28](=[O:29])[NH:27][CH:24]([CH3:26])[CH3:25])=[O:16])[C:3]1[CH:4]=[CH:5][CH:6]=[CH:7][CH:8]=1. The yield is 0.880. (5) The reactants are [NH2:1][C:2]1[CH:3]=[CH:4][C:5]([CH3:9])=[C:6]([OH:8])[CH:7]=1.O.C(=O)([O-])O.[Na+].[Cl:16][C:17]1[C:25]([C:26]([F:29])([F:28])[F:27])=[CH:24][CH:23]=[CH:22][C:18]=1[C:19](Cl)=[O:20]. The catalyst is O1CCCC1. The product is [Cl:16][C:17]1[C:25]([C:26]([F:27])([F:28])[F:29])=[CH:24][CH:23]=[CH:22][C:18]=1[C:19]([NH:1][C:2]1[CH:3]=[CH:4][C:5]([CH3:9])=[C:6]([OH:8])[CH:7]=1)=[O:20]. The yield is 0.910. (6) The reactants are [CH3:1][O:2][CH2:3][C:4]1[CH:9]=[CH:8][CH:7]=[C:6]([CH2:10][O:11][CH3:12])[CH:5]=1.C([O-])(=O)C.[Na+].[Br:18]Br.S([O-])([O-])=O.[Na+].[Na+]. The catalyst is C(O)(=O)C. The product is [CH3:12][O:11][CH2:10][C:6]1[CH:5]=[C:4]([CH2:3][O:2][CH3:1])[CH:9]=[CH:8][C:7]=1[Br:18]. The yield is 0.297. (7) The reactants are [CH3:1][O:2][C:3]([C:5]1[CH:6]=[C:7]2[C:11](=[CH:12][CH:13]=1)[NH:10][C:9]([CH2:14][OH:15])=[CH:8]2)=[O:4]. The catalyst is C(Cl)(Cl)Cl.O=[Mn]=O. The product is [CH3:1][O:2][C:3]([C:5]1[CH:6]=[C:7]2[C:11](=[CH:12][CH:13]=1)[NH:10][C:9]([CH:14]=[O:15])=[CH:8]2)=[O:4]. The yield is 0.850. (8) The reactants are [C:1]([O:9][CH:10]1[CH2:18][CH:13]2[O:14][C:15](=[O:17])[CH2:16][CH:12]2[CH:11]1[CH2:19][CH2:20][CH:21](O)[CH2:22][O:23][C:24]1[CH:29]=[CH:28][CH:27]=[C:26]([C:30]([F:33])([F:32])[F:31])[CH:25]=1)(=[O:8])[C:2]1[CH:7]=[CH:6][CH:5]=[CH:4][CH:3]=1.CCN(S(F)(F)[F:41])CC.C(=O)(O)[O-].[Na+]. The catalyst is C(Cl)Cl. The product is [C:1]([O:9][CH:10]1[CH2:18][CH:13]2[O:14][C:15](=[O:17])[CH2:16][CH:12]2[CH:11]1[CH2:19][CH2:20][CH:21]([F:41])[CH2:22][O:23][C:24]1[CH:29]=[CH:28][CH:27]=[C:26]([C:30]([F:32])([F:31])[F:33])[CH:25]=1)(=[O:8])[C:2]1[CH:3]=[CH:4][CH:5]=[CH:6][CH:7]=1. The yield is 0.500.